Regression. Given a peptide amino acid sequence and an MHC pseudo amino acid sequence, predict their binding affinity value. This is MHC class I binding data. From a dataset of Peptide-MHC class I binding affinity with 185,985 pairs from IEDB/IMGT. (1) The peptide sequence is LLKWKKTDY. The MHC is HLA-A02:01 with pseudo-sequence HLA-A02:01. The binding affinity (normalized) is 0.0847. (2) The peptide sequence is ALVEICTEMEK. The MHC is HLA-B51:01 with pseudo-sequence HLA-B51:01. The binding affinity (normalized) is 0. (3) The peptide sequence is DHIPIINTL. The MHC is HLA-A80:01 with pseudo-sequence HLA-A80:01. The binding affinity (normalized) is 0.0847. (4) The peptide sequence is FLPSDYFPSV. The MHC is HLA-A29:02 with pseudo-sequence HLA-A29:02. The binding affinity (normalized) is 0.152. (5) The peptide sequence is RLRPGGKKKY. The MHC is HLA-B44:02 with pseudo-sequence HLA-B44:02. The binding affinity (normalized) is 0.0729. (6) The peptide sequence is RTWNYHGSY. The MHC is SLA-10401 with pseudo-sequence SLA-10401. The binding affinity (normalized) is 0.583. (7) The binding affinity (normalized) is 0.0847. The peptide sequence is KSKPRIHGY. The MHC is HLA-A24:03 with pseudo-sequence HLA-A24:03. (8) The peptide sequence is THEANTMAM. The MHC is HLA-A01:01 with pseudo-sequence HLA-A01:01. The binding affinity (normalized) is 0.